This data is from NCI-60 drug combinations with 297,098 pairs across 59 cell lines. The task is: Regression. Given two drug SMILES strings and cell line genomic features, predict the synergy score measuring deviation from expected non-interaction effect. Drug 1: C1CC(=O)NC(=O)C1N2CC3=C(C2=O)C=CC=C3N. Synergy scores: CSS=7.09, Synergy_ZIP=-2.67, Synergy_Bliss=-1.56, Synergy_Loewe=-9.40, Synergy_HSA=-2.55. Cell line: OVCAR-8. Drug 2: C1CCC(CC1)NC(=O)N(CCCl)N=O.